Dataset: Forward reaction prediction with 1.9M reactions from USPTO patents (1976-2016). Task: Predict the product of the given reaction. Given the reactants [CH3:1][O:2][C:3]1[CH:4]=[C:5]([NH:17][C:18]2[N:23]=[CH:22][N:21]=[C:20]3[NH:24][N:25]=[C:26]([O:27][CH2:28][CH2:29][OH:30])[C:19]=23)[CH:6]=[CH:7][C:8]=1[O:9][CH2:10][C:11]1[CH:16]=[CH:15][CH:14]=[CH:13][N:12]=1.[CH3:31][S:32](Cl)(=[O:34])=[O:33], predict the reaction product. The product is: [CH3:31][S:32]([O:30][CH2:29][CH2:28][O:27][C:26]1[C:19]2[C:20](=[N:21][CH:22]=[N:23][C:18]=2[NH:17][C:5]2[CH:6]=[CH:7][C:8]([O:9][CH2:10][C:11]3[CH:16]=[CH:15][CH:14]=[CH:13][N:12]=3)=[C:3]([O:2][CH3:1])[CH:4]=2)[NH:24][N:25]=1)(=[O:34])=[O:33].